Dataset: Reaction yield outcomes from USPTO patents with 853,638 reactions. Task: Predict the reaction yield, written as a fraction of the theoretical maximum amount of product (1.0 means a 100% yield; for example, 0.34 means a 34% yield). (1) The reactants are [CH2:1]([O:3][C:4](=[O:31])[CH2:5][N:6]([CH2:17][C:18]([N:20]([N:22]1[CH2:30][C:29]2[C:24](=[CH:25][CH:26]=[CH:27][CH:28]=2)[CH2:23]1)[CH3:21])=[O:19])[C:7]1[CH:8]=[C:9]2[C:13](=[CH:14][C:15]=1[CH3:16])[NH:12][N:11]=[CH:10]2)[CH3:2].FC(F)(F)S(O[CH2:38][CH:39]([F:41])[F:40])(=O)=O. No catalyst specified. The product is [CH2:1]([O:3][C:4](=[O:31])[CH2:5][N:6]([C:7]1[CH:8]=[C:9]2[C:13](=[CH:14][C:15]=1[CH3:16])[N:12]([CH2:38][CH:39]([F:41])[F:40])[N:11]=[CH:10]2)[CH2:17][C:18]([N:20]([N:22]1[CH2:23][C:24]2[C:29](=[CH:28][CH:27]=[CH:26][CH:25]=2)[CH2:30]1)[CH3:21])=[O:19])[CH3:2]. The yield is 0.700. (2) The catalyst is C(O)C. The reactants are C(S[C:4]1[NH:13][C:12](=[O:14])[C:11]2[C:6](=[C:7]3[CH:17]=[CH:16][NH:15][C:8]3=[CH:9][CH:10]=2)[N:5]=1)C.Cl.C(SC1NC(=[O:32])C2C(=C3C=CN(C(OC(C)(C)C)=O)C3=CC=2)N=1)C. The product is [NH:5]1[C:6]2[C:11](=[CH:10][CH:9]=[C:8]3[NH:15][CH:16]=[CH:17][C:7]3=2)[C:12](=[O:14])[NH:13][C:4]1=[O:32]. The yield is 0.940. (3) The reactants are [Cl:1][C:2]1[NH:3][C:4]2[C:9]([C:10]=1[CH:11]=[O:12])=[CH:8][CH:7]=[CH:6][CH:5]=2.[C:13]1(B(O)O)[CH:18]=[CH:17][CH:16]=[CH:15][CH:14]=1.N1C=CC=CC=1.C(N(CC)CC)C. The product is [Cl:1][C:2]1[N:3]([C:13]2[CH:18]=[CH:17][CH:16]=[CH:15][CH:14]=2)[C:4]2[C:9]([C:10]=1[CH:11]=[O:12])=[CH:8][CH:7]=[CH:6][CH:5]=2. The catalyst is ClCCl. The yield is 0.880. (4) The reactants are [N+:1]([C:4]1[CH:9]=[CH:8][CH:7]=[CH:6][C:5]=1[S:10]([N:13]1[CH2:16][CH:15]([CH2:17]O)[CH2:14]1)(=[O:12])=[O:11])([O-:3])=[O:2].CCN(CC)CC.S(Cl)(C)(=O)=O.CCN(C(C)C)C(C)C.[CH3:40][C:41]1[C:42]([CH:47]2[CH:52]([CH3:53])[CH2:51][CH2:50][CH:49]([C:54]3[CH:59]=[CH:58][CH:57]=[CH:56][N:55]=3)[NH:48]2)=[N:43][CH:44]=[CH:45][CH:46]=1.C([O-])(O)=O.[Na+]. The catalyst is CCOC(C)=O. The product is [CH3:40][C:41]1[C:42]([CH:47]2[CH:52]([CH3:53])[CH2:51][CH2:50][CH:49]([C:54]3[CH:59]=[CH:58][CH:57]=[CH:56][N:55]=3)[N:48]2[CH2:17][CH:15]2[CH2:16][N:13]([S:10]([C:5]3[CH:6]=[CH:7][CH:8]=[CH:9][C:4]=3[N+:1]([O-:3])=[O:2])(=[O:12])=[O:11])[CH2:14]2)=[N:43][CH:44]=[CH:45][CH:46]=1. The yield is 0.530. (5) The reactants are [Cl:1][C:2]1[C:11]2[C:6](=[CH:7][C:8]([O:20][CH3:21])=[CH:9][C:10]=2[O:12][CH:13]2[CH2:18][CH2:17][N:16]([CH3:19])[CH2:15][CH2:14]2)[N:5]=[CH:4][N:3]=1.[C:22]([C:24]1[CH:25]=[C:26]([CH:28]=[CH:29][C:30]=1[O:31][CH2:32][C:33]1[CH:38]=[CH:37][CH:36]=[CH:35][C:34]=1[F:39])[NH2:27])#[CH:23]. No catalyst specified. The product is [ClH:1].[C:22]([C:24]1[CH:25]=[C:26]([CH:28]=[CH:29][C:30]=1[O:31][CH2:32][C:33]1[CH:38]=[CH:37][CH:36]=[CH:35][C:34]=1[F:39])[NH:27][C:2]1[C:11]2[C:6](=[CH:7][C:8]([O:20][CH3:21])=[CH:9][C:10]=2[O:12][CH:13]2[CH2:18][CH2:17][N:16]([CH3:19])[CH2:15][CH2:14]2)[N:5]=[CH:4][N:3]=1)#[CH:23]. The yield is 0.670.